Dataset: Catalyst prediction with 721,799 reactions and 888 catalyst types from USPTO. Task: Predict which catalyst facilitates the given reaction. Reactant: S(=O)(=O)(O)N.[C:6]1([N:12]2[CH:16]=[C:15]([CH:17]=[O:18])[CH:14]=[N:13]2)[CH:11]=[CH:10][CH:9]=[CH:8][CH:7]=1.Cl([O-])=[O:20].[Na+]. Product: [C:6]1([N:12]2[CH:16]=[C:15]([C:17]([OH:20])=[O:18])[CH:14]=[N:13]2)[CH:11]=[CH:10][CH:9]=[CH:8][CH:7]=1. The catalyst class is: 283.